This data is from Forward reaction prediction with 1.9M reactions from USPTO patents (1976-2016). The task is: Predict the product of the given reaction. (1) Given the reactants C(OC([N:8]1[CH2:13][CH2:12][N:11]([C:14]2[N:19]=[CH:18][C:17]([C:20]([NH:22][C:23]3[CH:28]=[CH:27][CH:26]=[CH:25][C:24]=3[NH:29]C(OC(C)(C)C)=O)=[O:21])=[CH:16][N:15]=2)[CH2:10][CH2:9]1)=O)(C)(C)C.Cl, predict the reaction product. The product is: [NH2:29][C:24]1[CH:25]=[CH:26][CH:27]=[CH:28][C:23]=1[NH:22][C:20]([C:17]1[CH:16]=[N:15][C:14]([N:11]2[CH2:10][CH2:9][NH:8][CH2:13][CH2:12]2)=[N:19][CH:18]=1)=[O:21]. (2) Given the reactants CO[C:3](=O)[C:4]1[CH:9]=[CH:8][CH:7]=[C:6]([OH:10])[CH:5]=1.[CH3:12][CH2:13][Mg+].[Br-].[Mg+2].[Cl-].[Cl-].[CH3:19][CH2:20]N(CC)CC.[CH2:26]=[O:27], predict the reaction product. The product is: [CH2:19]([C:3]([C:4]1[CH:9]=[CH:8][C:7]([CH:26]=[O:27])=[C:6]([OH:10])[CH:5]=1)=[CH:12][CH3:13])[CH3:20]. (3) Given the reactants Br[C:2]1[CH:7]=[C:6]([OH:8])[CH:5]=[CH:4][C:3]=1[C:9]1[O:10][C:11]2[CH:17]=[CH:16][C:15]([OH:18])=[CH:14][C:12]=2[CH:13]=1.[C:19]1(B(O)O)[CH:24]=[CH:23][CH:22]=[CH:21][CH:20]=1.Cl, predict the reaction product. The product is: [CH2:9]([O:10][C:11]1[CH:17]=[CH:16][C:15]([C:2]2[CH:7]=[C:6]([OH:8])[CH:5]=[CH:4][C:3]=2[C:9]2[O:10][C:11]3[CH:17]=[CH:16][C:15]([OH:18])=[CH:14][C:12]=3[CH:13]=2)=[CH:14][CH:12]=1)[C:19]1[CH:24]=[CH:23][CH:22]=[CH:21][CH:20]=1. (4) Given the reactants Cl[CH2:2][C:3]1[CH:4]=[C:5]([N:9]2[C:13]([C:14]([O:16][CH2:17][CH3:18])=[O:15])=[CH:12][C:11]([Si:19]([CH3:22])([CH3:21])[CH3:20])=[N:10]2)[CH:6]=[CH:7][CH:8]=1.CC1(C)C2C(=C(P(C3C=CC=CC=3)C3C=CC=CC=3)C=CC=2)OC2C(P(C3C=CC=CC=3)C3C=CC=CC=3)=CC=CC1=2.[O-]P([O-])([O-])=O.[K+].[K+].[K+].[CH3:73][PH:74](=[O:76])[CH3:75], predict the reaction product. The product is: [CH3:73][P:74]([CH2:2][C:3]1[CH:4]=[C:5]([N:9]2[C:13]([C:14]([O:16][CH2:17][CH3:18])=[O:15])=[CH:12][C:11]([Si:19]([CH3:22])([CH3:21])[CH3:20])=[N:10]2)[CH:6]=[CH:7][CH:8]=1)([CH3:75])=[O:76].